From a dataset of Catalyst prediction with 721,799 reactions and 888 catalyst types from USPTO. Predict which catalyst facilitates the given reaction. (1) Reactant: [OH:1][CH2:2][C@@H:3]1[O:8][CH2:7][C@H:6]([CH2:9][O:10][CH3:11])[N:5]([C:12]([O:14][C:15]([CH3:18])([CH3:17])[CH3:16])=[O:13])[CH2:4]1.O.C(O)(=[O:22])C.C(O)(=O)C.IC1C=CC=CC=1.CC1(C)N([O])C(C)(C)CCC1. Product: [C:15]([O:14][C:12]([N:5]1[C@@H:6]([CH2:9][O:10][CH3:11])[CH2:7][O:8][C@@H:3]([C:2]([OH:22])=[O:1])[CH2:4]1)=[O:13])([CH3:18])([CH3:17])[CH3:16]. The catalyst class is: 98. (2) Reactant: [OH:1][C@@H:2]([CH2:17][N:18]1[CH2:23][CH2:22][O:21][CH2:20][CH2:19]1)[CH2:3][N:4]1[CH2:9][CH2:8][C:7]2[NH:10][C:11]([CH:14]=O)=[C:12]([CH3:13])[C:6]=2[C:5]1=[O:16].[F:24][C:25]1[C:33]([NH:34][C:35](=[O:39])[CH2:36][O:37][CH3:38])=[CH:32][C:31]2[C:27](=[CH:28][C:29](=[O:40])[N:30]=2)[CH:26]=1.N1CCCCC1. Product: [F:24][C:25]1[CH:26]=[C:27]2[C:31](=[CH:32][C:33]=1[NH:34][C:35](=[O:39])[CH2:36][O:37][CH3:38])[NH:30][C:29](=[O:40])/[C:28]/2=[CH:14]\[C:11]1[NH:10][C:7]2[CH2:8][CH2:9][N:4]([CH2:3][C@@H:2]([OH:1])[CH2:17][N:18]3[CH2:19][CH2:20][O:21][CH2:22][CH2:23]3)[C:5](=[O:16])[C:6]=2[C:12]=1[CH3:13]. The catalyst class is: 8. (3) Product: [F:11][C:12]1[CH:39]=[CH:38][C:15]([CH2:16][O:17][CH2:18][CH2:19][CH2:20][CH2:21][C@@H:22]([N:56]=[N+:57]=[N-:58])[C:23]([N:25]2[C@H:29]([CH2:30][C:31]3[CH:36]=[CH:35][CH:34]=[CH:33][CH:32]=3)[CH2:28][O:27][C:26]2=[O:37])=[O:24])=[CH:14][C:13]=1[CH3:40]. Reactant: C[Si]([N-][Si](C)(C)C)(C)C.[K+].[F:11][C:12]1[CH:39]=[CH:38][C:15]([CH2:16][O:17][CH2:18][CH2:19][CH2:20][CH2:21][CH2:22][C:23]([N:25]2[C@H:29]([CH2:30][C:31]3[CH:36]=[CH:35][CH:34]=[CH:33][CH:32]=3)[CH2:28][O:27][C:26]2=[O:37])=[O:24])=[CH:14][C:13]=1[CH3:40].CC(C1C=C(C(C)C)C(S([N:56]=[N+:57]=[N-:58])(=O)=O)=C(C(C)C)C=1)C.CC(O)=O. The catalyst class is: 220. (4) Reactant: [OH-].[Na+].[CH3:3][O:4][C:5]1[C:13]2[S:12][C:11]([C:14]([O:16]CC)=[O:15])=[CH:10][C:9]=2[CH:8]=[CH:7][CH:6]=1. Product: [CH3:3][O:4][C:5]1[C:13]2[S:12][C:11]([C:14]([OH:16])=[O:15])=[CH:10][C:9]=2[CH:8]=[CH:7][CH:6]=1. The catalyst class is: 36. (5) Reactant: [CH3:1][C:2]1([CH3:26])[C:10]2[C:5](=[CH:6][C:7]([N+:22]([O-])=O)=[C:8]([NH:11][C:12](=O)[C:13]3[CH:18]=[CH:17][C:16]([O:19][CH3:20])=[CH:15][CH:14]=3)[CH:9]=2)[NH:4][C:3]1=[O:25].[C:27]1([N:33]=[C:34]=[O:35])[CH:32]=[CH:31][CH:30]=[CH:29][CH:28]=1. Product: [C:27]1([NH:33][C:34]([N:4]2[C:5]3[CH:6]=[C:7]4[N:22]=[C:12]([C:13]5[CH:18]=[CH:17][C:16]([O:19][CH3:20])=[CH:15][CH:14]=5)[NH:11][C:8]4=[CH:9][C:10]=3[C:2]([CH3:26])([CH3:1])[C:3]2=[O:25])=[O:35])[CH:32]=[CH:31][CH:30]=[CH:29][CH:28]=1. The catalyst class is: 11.